From a dataset of Catalyst prediction with 721,799 reactions and 888 catalyst types from USPTO. Predict which catalyst facilitates the given reaction. Reactant: O[CH2:2][C:3]1[CH:8]=[C:7]([CH3:9])[N:6]=[C:5]([CH3:10])[CH:4]=1.[C:11]1(=[O:21])[NH:15][C:14](=[O:16])[C:13]2=[CH:17][CH:18]=[CH:19][CH:20]=[C:12]12.C1(P(C2C=CC=CC=2)C2C=CC=CC=2)C=CC=CC=1.CCOC(/N=N/C(OCC)=O)=O.Cl. Product: [CH3:9][C:7]1[CH:8]=[C:3]([CH2:2][N:15]2[C:11](=[O:21])[C:12]3[C:13](=[CH:17][CH:18]=[CH:19][CH:20]=3)[C:14]2=[O:16])[CH:4]=[C:5]([CH3:10])[N:6]=1. The catalyst class is: 49.